From a dataset of Reaction yield outcomes from USPTO patents with 853,638 reactions. Predict the reaction yield, written as a fraction of the theoretical maximum amount of product (1.0 means a 100% yield; for example, 0.34 means a 34% yield). (1) The reactants are C[O:2][C:3](=O)[C:4]([C:10]#[N:11])=[C:5](SC)[S:6][CH3:7].[NH2:13][C:14]1[CH:18]=[CH:17][NH:16][N:15]=1. The catalyst is C(O)C. The product is [OH:2][C:3]1[N:15]2[N:16]=[CH:17][CH:18]=[C:14]2[N:13]=[C:5]([S:6][CH3:7])[C:4]=1[C:10]#[N:11]. The yield is 0.670. (2) The reactants are Cl.Cl[C:3]1[CH:8]=[C:7]([C:9]2[CH:14]=[CH:13][CH:12]=[C:11]([Cl:15])[CH:10]=2)[N:6]=[C:5]2[CH2:16][CH2:17][CH2:18][C:4]=12.[CH3:19][NH:20][C:21]1[CH:26]=[CH:25][C:24]([CH2:27][C:28]([NH2:30])=[O:29])=[CH:23][CH:22]=1. The catalyst is CN1C(=O)CCC1. The product is [Cl:15][C:11]1[CH:10]=[C:9]([C:7]2[N:6]=[C:5]3[CH2:16][CH2:17][CH2:18][C:4]3=[C:3]([N:20]([CH3:19])[C:21]3[CH:22]=[CH:23][C:24]([CH2:27][C:28]([NH2:30])=[O:29])=[CH:25][CH:26]=3)[CH:8]=2)[CH:14]=[CH:13][CH:12]=1. The yield is 0.150. (3) The reactants are [CH:1]1([C:7]([C:9]2[O:10][C:11]3[CH:18]=[CH:17][C:16]([O:19][CH:20]4[CH2:25][CH2:24][O:23][CH2:22][CH2:21]4)=[CH:15][C:12]=3[C:13]=2[CH3:14])=[O:8])[CH2:6][CH2:5][CH2:4][CH2:3][CH2:2]1.[BH4-].[Na+]. The catalyst is O1CCCC1.CO. The product is [CH:1]1([CH:7]([C:9]2[O:10][C:11]3[CH:18]=[CH:17][C:16]([O:19][CH:20]4[CH2:21][CH2:22][O:23][CH2:24][CH2:25]4)=[CH:15][C:12]=3[C:13]=2[CH3:14])[OH:8])[CH2:2][CH2:3][CH2:4][CH2:5][CH2:6]1. The yield is 0.980.